This data is from Reaction yield outcomes from USPTO patents with 853,638 reactions. The task is: Predict the reaction yield, written as a fraction of the theoretical maximum amount of product (1.0 means a 100% yield; for example, 0.34 means a 34% yield). The reactants are [N:1]1[N:5]2[CH:6]=[CH:7][C:8]([NH:10][CH2:11][C@@H:12]3[CH2:16][CH2:15][CH2:14][N:13]3[C:17]([O:19][C:20]([CH3:23])([CH3:22])[CH3:21])=[O:18])=[N:9][C:4]2=[CH:3][CH:2]=1.C1C(=O)N([I:31])C(=O)C1. The catalyst is CN(C=O)C. The product is [I:31][C:3]1[CH:2]=[N:1][N:5]2[CH:6]=[CH:7][C:8]([NH:10][CH2:11][C@@H:12]3[CH2:16][CH2:15][CH2:14][N:13]3[C:17]([O:19][C:20]([CH3:23])([CH3:22])[CH3:21])=[O:18])=[N:9][C:4]=12. The yield is 0.930.